The task is: Predict the reactants needed to synthesize the given product.. This data is from Full USPTO retrosynthesis dataset with 1.9M reactions from patents (1976-2016). The reactants are: [Cl:1][CH2:2][C:3]([CH3:8])([CH3:7])[C:4](Cl)=[O:5].[NH2:9][C:10]([CH3:14])([CH3:13])[CH2:11][OH:12]. Given the product [CH3:7][C:3]([C:4]1[O:5][CH2:11][C:10]([CH3:14])([CH3:13])[N:9]=1)([CH3:8])[CH2:2][Cl:1].[OH:12][CH2:11][C:10]([NH:9][C:4](=[O:5])[C:3]([CH3:8])([CH3:7])[CH2:2][Cl:1])([CH3:14])[CH3:13], predict the reactants needed to synthesize it.